Dataset: Full USPTO retrosynthesis dataset with 1.9M reactions from patents (1976-2016). Task: Predict the reactants needed to synthesize the given product. Given the product [CH3:1][C:2]1([CH3:10])[O:6][CH:5]([CH2:7][CH2:8][O:9][S:21]([C:12]2[CH:13]=[CH:14][C:15]3[C:20](=[CH:19][CH:18]=[CH:17][CH:16]=3)[CH:11]=2)(=[O:23])=[O:22])[CH2:4][O:3]1, predict the reactants needed to synthesize it. The reactants are: [CH3:1][C:2]1([CH3:10])[O:6][CH:5]([CH2:7][CH2:8][OH:9])[CH2:4][O:3]1.[CH:11]1[C:20]2[C:15](=[CH:16][CH:17]=[CH:18][CH:19]=2)[CH:14]=[CH:13][C:12]=1[S:21](Cl)(=[O:23])=[O:22].